The task is: Predict the reactants needed to synthesize the given product.. This data is from Full USPTO retrosynthesis dataset with 1.9M reactions from patents (1976-2016). (1) Given the product [CH3:4][C:3]([CH3:6])([CH3:5])[CH:2]([C:1]1[O:17][CH:8]=[CH:9][CH:10]=1)[OH:7], predict the reactants needed to synthesize it. The reactants are: [CH3:1][C:2](=[O:7])[C:3]([CH3:6])([CH3:5])[CH3:4].[CH:8](=[O:17])[CH2:9][CH2:10]CCCCCC.C([Mg]Cl)(C)(C)C.CC(C)(C(O)CCCCCCCC)C.CC(C)(C(=O)CCCCCCCC)C.O1C=CC=C1C=O. (2) Given the product [CH3:1][C:2]([C:4]1[CH:5]=[CH:6][CH:7]=[C:8]([O:10][CH2:17][C:18]2[CH:23]=[CH:22][CH:21]=[CH:20][CH:19]=2)[CH:9]=1)=[O:3], predict the reactants needed to synthesize it. The reactants are: [CH3:1][C:2]([C:4]1[CH:5]=[CH:6][CH:7]=[C:8]([OH:10])[CH:9]=1)=[O:3].C(=O)([O-])[O-].[K+].[K+].[CH2:17](Br)[C:18]1[CH:23]=[CH:22][CH:21]=[CH:20][CH:19]=1. (3) Given the product [OH2:17].[CH:23]1([C:8]2[N:9]=[C:10]([N:13]3[CH2:22][CH2:21][C:16](=[O:17])[CH2:15][CH2:14]3)[C:11]([CH3:12])=[C:6]([NH:5][CH:2]3[CH2:3][CH2:4]3)[N:7]=2)[CH2:25][CH2:24]1, predict the reactants needed to synthesize it. The reactants are: Cl.[CH:2]1([NH:5][C:6]2[C:11]([CH3:12])=[C:10]([N:13]3[CH2:22][CH2:21][C:16]4(OCC[O:17]4)[CH2:15][CH2:14]3)[N:9]=[C:8]([CH:23]3[CH2:25][CH2:24]3)[N:7]=2)[CH2:4][CH2:3]1. (4) Given the product [CH2:1]([C:4]1[N:8]([CH2:9][C:10]2[CH:11]=[N:12][C:13]([C:16]3[CH:21]=[CH:20][CH:19]=[CH:18][C:17]=3[C:22]3[NH:23][N:24]=[N:25][N:26]=3)=[CH:14][CH:15]=2)[N:7]=[C:6]([C:27]([NH:68][C@H:69]([CH2:74][C:75]2[CH:80]=[CH:79][CH:78]=[CH:77][C:76]=2[C:81]([F:82])([F:83])[F:84])[CH2:70][C:71]([OH:73])=[O:72])=[O:28])[CH:5]=1)[CH2:2][CH3:3], predict the reactants needed to synthesize it. The reactants are: [CH2:1]([C:4]1[N:8]([CH2:9][C:10]2[CH:11]=[N:12][C:13]([C:16]3[CH:21]=[CH:20][CH:19]=[CH:18][C:17]=3[C:22]3[NH:26][N:25]=[N:24][N:23]=3)=[CH:14][CH:15]=2)[N:7]=[C:6]([C:27](O)=[O:28])[CH:5]=1)[CH2:2][CH3:3].CN(C(ON1N=NC2C=CC=NC1=2)=[N+](C)C)C.F[P-](F)(F)(F)(F)F.CCN(C(C)C)C(C)C.CN(C=O)C.[NH2:68][C@H:69]([CH2:74][C:75]1[CH:80]=[CH:79][CH:78]=[CH:77][C:76]=1[C:81]([F:84])([F:83])[F:82])[CH2:70][C:71]([OH:73])=[O:72].Cl. (5) Given the product [F:40][C:35]1[CH:36]=[CH:37][CH:38]=[CH:39][C:34]=1[C:26]1[C:25]([CH3:41])=[C:24]([NH:23][C:21]2[CH:22]=[C:17]([C:10]3[CH:11]=[CH:12][N:7]=[CH:8][CH:9]=3)[CH:18]=[CH:19][C:20]=2[N:42]2[CH2:47][CH2:46][O:45][CH2:44][CH2:43]2)[C:33]2[C:28](=[CH:29][CH:30]=[CH:31][CH:32]=2)[N:27]=1, predict the reactants needed to synthesize it. The reactants are: C(=O)([O-])[O-].[Na+].[Na+].[N:7]1[CH:12]=[CH:11][C:10](B(O)O)=[CH:9][CH:8]=1.Br[C:17]1[CH:18]=[CH:19][C:20]([N:42]2[CH2:47][CH2:46][O:45][CH2:44][CH2:43]2)=[C:21]([NH:23][C:24]2[C:33]3[C:28](=[CH:29][CH:30]=[CH:31][CH:32]=3)[N:27]=[C:26]([C:34]3[CH:39]=[CH:38][CH:37]=[CH:36][C:35]=3[F:40])[C:25]=2[CH3:41])[CH:22]=1.CO. (6) The reactants are: [Cl:1][C:2]1[CH:3]=[C:4]2[C:8](=[CH:9][CH:10]=1)[N:7]([CH3:11])[C:6]([C:12]([OH:14])=O)=[C:5]2[CH3:15].C[O:17][C:18](=[O:36])[CH2:19][C:20]1[CH:25]=[CH:24][CH:23]=[C:22]([O:26][C:27]2[CH:32]=[C:31]([F:33])[CH:30]=[C:29]([CH2:34][NH2:35])[CH:28]=2)[CH:21]=1. Given the product [Cl:1][C:2]1[CH:3]=[C:4]2[C:8](=[CH:9][CH:10]=1)[N:7]([CH3:11])[C:6]([C:12]([NH:35][CH2:34][C:29]1[CH:28]=[C:27]([CH:32]=[C:31]([F:33])[CH:30]=1)[O:26][C:22]1[CH:21]=[C:20]([CH2:19][C:18]([OH:36])=[O:17])[CH:25]=[CH:24][CH:23]=1)=[O:14])=[C:5]2[CH3:15], predict the reactants needed to synthesize it.